From a dataset of Full USPTO retrosynthesis dataset with 1.9M reactions from patents (1976-2016). Predict the reactants needed to synthesize the given product. (1) Given the product [CH3:1][C:2]1([CH3:16])[CH2:14][C:13](=[O:15])[C:12]2[C:11]3[C:6](=[CH:7][CH:8]=[CH:9][CH:10]=3)[N:5]([CH2:18][CH2:19][CH2:20][CH2:21][CH2:22][C:23]([O:25][CH2:26][CH3:27])=[O:24])[C:4]=2[CH2:3]1, predict the reactants needed to synthesize it. The reactants are: [CH3:1][C:2]1([CH3:16])[CH2:14][C:13](=[O:15])[C:12]2[C:11]3[C:6](=[CH:7][CH:8]=[CH:9][CH:10]=3)[NH:5][C:4]=2[CH2:3]1.Br[CH2:18][CH2:19][CH2:20][CH2:21][CH2:22][C:23]([O:25][CH2:26][CH3:27])=[O:24].[H-].[Na+]. (2) Given the product [F:20][C:17]1[CH:16]=[CH:15][C:14]([CH2:13][N:10]([O:11][CH3:12])[C:8](=[O:9])[CH:7]=[C:5]([OH:6])[C:4]([NH:33][S:30]([C:28]2[CH:27]=[CH:26][CH:25]=[C:24]([CH3:23])[N:29]=2)(=[O:32])=[O:31])=[O:21])=[CH:19][CH:18]=1, predict the reactants needed to synthesize it. The reactants are: CC1(C)[O:6][C:5](=[CH:7][C:8]([N:10]([CH2:13][C:14]2[CH:19]=[CH:18][C:17]([F:20])=[CH:16][CH:15]=2)[O:11][CH3:12])=[O:9])[C:4](=[O:21])O1.[CH3:23][C:24]1[N:29]=[C:28]([S:30]([NH2:33])(=[O:32])=[O:31])[CH:27]=[CH:26][CH:25]=1. (3) Given the product [N:6]1[CH:7]=[CH:8][C:3]([C:1]2[S:12][C:11]([NH2:13])=[N:10][N:2]=2)=[CH:4][CH:5]=1, predict the reactants needed to synthesize it. The reactants are: [C:1]([C:3]1[CH:8]=[CH:7][N:6]=[CH:5][CH:4]=1)#[N:2].N[NH:10][C:11]([NH2:13])=[S:12].[OH-].[Na+]. (4) Given the product [F:14][C:11]1([F:15])[CH2:12][CH2:13][N:8]([C:6]2[N:7]=[C:2]([N:26]3[CH2:27][CH2:28][C:29]4[N:20]=[CH:21][CH:22]=[CH:23][C:24]=4[CH2:25]3)[CH:3]=[C:4]([CH3:19])[C:5]=2[N+:16]([O-:18])=[O:17])[CH2:9][CH2:10]1, predict the reactants needed to synthesize it. The reactants are: Cl[C:2]1[N:7]=[C:6]([N:8]2[CH2:13][CH2:12][C:11]([F:15])([F:14])[CH2:10][CH2:9]2)[C:5]([N+:16]([O-:18])=[O:17])=[C:4]([CH3:19])[CH:3]=1.[N:20]1[C:29]2[CH2:28][CH2:27][NH:26][CH2:25][C:24]=2[CH:23]=[CH:22][CH:21]=1. (5) Given the product [CH:27]([O:30][C:31]1[CH:37]=[C:36]([CH:38]2[CH2:39][CH2:40][N:41]([CH3:44])[CH2:42][CH2:43]2)[C:35]([CH3:45])=[CH:34][C:32]=1[NH:33][C:16]1[N:15]=[C:14]([NH:13][C:8]2[CH:9]=[CH:10][CH:11]=[CH:12][C:7]=2[S:4]([CH:1]([CH3:3])[CH3:2])(=[O:6])=[O:5])[N:19]2[N:20]=[CH:21][CH:22]=[C:18]2[N:17]=1)([CH3:29])[CH3:28], predict the reactants needed to synthesize it. The reactants are: [CH:1]([S:4]([C:7]1[CH:12]=[CH:11][CH:10]=[CH:9][C:8]=1[NH:13][C:14]1[N:19]2[N:20]=[CH:21][CH:22]=[C:18]2[N:17]=[C:16](S(C)(=O)=O)[N:15]=1)(=[O:6])=[O:5])([CH3:3])[CH3:2].[CH:27]([O:30][C:31]1[CH:37]=[C:36]([CH:38]2[CH2:43][CH2:42][N:41]([CH3:44])[CH2:40][CH2:39]2)[C:35]([CH3:45])=[CH:34][C:32]=1[NH2:33])([CH3:29])[CH3:28].CC1C=CC(S(O)(=O)=O)=CC=1. (6) Given the product [CH3:28][C:27]1[N:23]2[C:24]([S:29][CH:2]([C:16]3[CH:21]=[CH:20][CH:19]=[CH:18][CH:17]=3)[C:3]([C:5]3[CH:6]=[CH:7][C:8]4[O:13][CH2:12][C:11](=[O:14])[NH:10][C:9]=4[CH:15]=3)=[N:22]2)=[N:25][N:26]=1, predict the reactants needed to synthesize it. The reactants are: Br[CH:2]([C:16]1[CH:21]=[CH:20][CH:19]=[CH:18][CH:17]=1)[C:3]([C:5]1[CH:6]=[CH:7][C:8]2[O:13][CH2:12][C:11](=[O:14])[NH:10][C:9]=2[CH:15]=1)=O.[NH2:22][N:23]1[C:27]([CH3:28])=[N:26][N:25]=[C:24]1[SH:29].